This data is from Catalyst prediction with 721,799 reactions and 888 catalyst types from USPTO. The task is: Predict which catalyst facilitates the given reaction. Reactant: [N:1]([C@@H:4]1[C@@H:8]([CH2:9][OH:10])[O:7][C@@H:6]([N:11]2[CH:19]=[C:17]([CH3:18])[C:15](=[O:16])[NH:14][C:12]2=[O:13])[CH2:5]1)=[N+:2]=[N-:3].[C:20](OC(=O)C)(=[O:22])[CH3:21].CO. Product: [C:20]([O:10][CH2:9][C@H:8]1[O:7][C@@H:6]([N:11]2[CH:19]=[C:17]([CH3:18])[C:15](=[O:16])[NH:14][C:12]2=[O:13])[CH2:5][C@@H:4]1[N:1]=[N+:2]=[N-:3])(=[O:22])[CH3:21]. The catalyst class is: 17.